This data is from Full USPTO retrosynthesis dataset with 1.9M reactions from patents (1976-2016). The task is: Predict the reactants needed to synthesize the given product. (1) Given the product [CH:46]1([C:49]([N:27]2[CH2:28][CH2:29][C:23]3[C:22]([N:30]4[CH2:35][CH2:34][O:33][CH2:32][C@@H:31]4[CH3:36])=[N:21][C:20]([C:17]4[CH:16]=[CH:15][C:14]([NH:13][C:11]([NH:10][CH2:8][CH3:9])=[O:12])=[CH:19][CH:18]=4)=[N:25][C:24]=3[CH2:26]2)=[O:50])[CH2:48][CH2:47]1, predict the reactants needed to synthesize it. The reactants are: FC(F)(F)C(O)=O.[CH2:8]([NH:10][C:11]([NH:13][C:14]1[CH:19]=[CH:18][C:17]([C:20]2[N:21]=[C:22]([N:30]3[CH2:35][CH2:34][O:33][CH2:32][C@@H:31]3[CH3:36])[C:23]3[CH2:29][CH2:28][NH:27][CH2:26][C:24]=3[N:25]=2)=[CH:16][CH:15]=1)=[O:12])[CH3:9].CCN(C(C)C)C(C)C.[CH:46]1([C:49](Cl)=[O:50])[CH2:48][CH2:47]1. (2) Given the product [Cl:1][C:2]1[CH:7]=[C:6]([C:8]2[N:9]=[C:10]([N:25]3[CH2:26][CH2:27][CH:22]([F:21])[CH2:23][CH2:24]3)[C:11]3[C:17]([O:18][CH3:19])=[CH:16][N:15]=[CH:14][C:12]=3[N:13]=2)[CH:5]=[CH:4][N:3]=1, predict the reactants needed to synthesize it. The reactants are: [Cl:1][C:2]1[CH:7]=[C:6]([C:8]2[N:9]=[C:10](O)[C:11]3[C:17]([O:18][CH3:19])=[CH:16][N:15]=[CH:14][C:12]=3[N:13]=2)[CH:5]=[CH:4][N:3]=1.[F:21][CH:22]1[CH2:27][CH2:26][NH:25][CH2:24][CH2:23]1.Cl.C(OC(N1CCN(C2C3C(C4CC4)=CN=CC=3N=C(C3C=CN=C(Cl)C=3)N=2)CC1)=O)(C)(C)C. (3) Given the product [C:24]([C:23]1[CH:26]=[CH:27][C:20]([C:13]2[C:12]3[C:17](=[CH:18][C:9]([S:8]([Cl:35])(=[O:46])=[O:34])=[CH:10][CH:11]=3)[N:16]=[C:15]([CH3:19])[N:14]=2)=[C:21]([O:28][CH3:29])[CH:22]=1)#[N:25], predict the reactants needed to synthesize it. The reactants are: C([S:8][C:9]1[CH:18]=[C:17]2[C:12]([C:13]([C:20]3[CH:27]=[CH:26][C:23]([C:24]#[N:25])=[CH:22][C:21]=3[O:28][CH3:29])=[N:14][C:15]([CH3:19])=[N:16]2)=[CH:11][CH:10]=1)C1C=CC=CC=1.CC(O)=O.[OH2:34].[Cl:35]N1C(C)(C)C(=O)N(Cl)C1=O.[OH2:46]. (4) Given the product [F:1][C:2]([F:18])([C:9]([F:16])([F:17])[C:10]([F:14])([F:15])[CH:11]([F:13])[F:12])[CH2:3][C:4]([CH2:20][CH2:21][CH2:22][CH2:23][CH3:24])([C:7]#[N:8])[C:5]#[N:6], predict the reactants needed to synthesize it. The reactants are: [F:1][C:2]([F:18])([C:9]([F:17])([F:16])[C:10]([F:15])([F:14])[CH:11]([F:13])[F:12])[CH2:3][CH:4]([C:7]#[N:8])[C:5]#[N:6].I[CH2:20][CH2:21][CH2:22][CH2:23][CH3:24].C(=O)([O-])[O-].[K+].[K+].Cl. (5) The reactants are: [CH3:1][C:2]1[CH:8]=[CH:7][C:5]([NH2:6])=[CH:4][C:3]=1[N+:9]([O-])=O.C(N(CC)CC)C.[F:19][C:20]([F:31])([F:30])[C:21]1[CH:22]=[C:23]([CH:27]=[CH:28][CH:29]=1)[C:24](Cl)=[O:25]. Given the product [NH2:9][C:3]1[CH:4]=[C:5]([NH:6][C:24](=[O:25])[C:23]2[CH:27]=[CH:28][CH:29]=[C:21]([C:20]([F:19])([F:30])[F:31])[CH:22]=2)[CH:7]=[CH:8][C:2]=1[CH3:1], predict the reactants needed to synthesize it. (6) Given the product [Br:1][C:2]1[N:3]=[N:4][C:5]([CH2:8][Br:9])=[CH:6][CH:7]=1, predict the reactants needed to synthesize it. The reactants are: [Br:1][C:2]1[N:3]=[N:4][C:5]([CH3:8])=[CH:6][CH:7]=1.[Br:9]N1C(=O)CCC1=O.CC(N=NC(C#N)(C)C)(C#N)C. (7) Given the product [O:1]1[CH:5]=[CH:4][C:3]([C:10]2[CH:11]=[C:12]([CH2:13][NH2:14])[CH:15]=[CH:16][CH:17]=2)=[CH:2]1, predict the reactants needed to synthesize it. The reactants are: [O:1]1[CH:5]=[CH:4][C:3](B(O)O)=[CH:2]1.Br[C:10]1[CH:11]=[C:12]([CH:15]=[CH:16][CH:17]=1)[CH2:13][NH2:14].